Dataset: Full USPTO retrosynthesis dataset with 1.9M reactions from patents (1976-2016). Task: Predict the reactants needed to synthesize the given product. (1) Given the product [CH2:20]([N:17]([CH2:18][CH3:19])[C:14]1[CH:13]=[CH:12][C:11]([PH:10][C:7]2[CH:8]=[CH:9][C:4]([N:3]([CH2:23][CH3:24])[CH2:1][CH3:2])=[CH:5][CH:6]=2)=[CH:16][CH:15]=1)[CH3:21].[BH3:25], predict the reactants needed to synthesize it. The reactants are: [CH2:1]([N:3]([CH2:23][CH3:24])[C:4]1[CH:9]=[CH:8][C:7]([PH:10](=O)[C:11]2[CH:16]=[CH:15][C:14]([N:17]([CH2:20][CH3:21])[CH2:18][CH3:19])=[CH:13][CH:12]=2)=[CH:6][CH:5]=1)[CH3:2].[BH3:25].O1CCCC1. (2) Given the product [Cl:1][C:2]1[CH:3]=[C:4]([C@@H:12]([CH2:22][CH:23]2[CH2:27][CH2:26][CH2:25][CH2:24]2)[C:13]([NH:50][C:47]2[CH:48]=[CH:49][N:45]([CH:42]([CH3:44])[CH3:43])[N:46]=2)=[O:14])[CH:5]=[CH:6][C:7]=1[S:8]([CH3:11])(=[O:9])=[O:10], predict the reactants needed to synthesize it. The reactants are: [Cl:1][C:2]1[CH:3]=[C:4]([C@@H:12]([CH2:22][CH:23]2[CH2:27][CH2:26][CH2:25][CH2:24]2)[C:13](NC2C=CN(C)N=2)=[O:14])[CH:5]=[CH:6][C:7]=1[S:8]([CH3:11])(=[O:10])=[O:9].C(Cl)(=O)C(Cl)=O.N1C(C)=CC=CC=1C.[CH:42]([N:45]1[CH:49]=[CH:48][C:47]([NH2:50])=[N:46]1)([CH3:44])[CH3:43]. (3) Given the product [CH3:3][N:2]([CH2:4][C:5]1[NH:6][C:7]2[C:12]([CH:13]=1)=[CH:11][C:10]([C:14]1[NH:21][C:19](=[O:20])[C:18]3[C:17](=[CH:25][C:24]([O:26][CH3:27])=[CH:23][C:22]=3[O:28][CH3:29])[N:16]=1)=[CH:9][CH:8]=2)[CH3:1], predict the reactants needed to synthesize it. The reactants are: [CH3:1][N:2]([CH2:4][C:5]1[NH:6][C:7]2[C:12]([CH:13]=1)=[CH:11][C:10]([CH:14]=O)=[CH:9][CH:8]=2)[CH3:3].[NH2:16][C:17]1[CH:25]=[C:24]([O:26][CH3:27])[CH:23]=[C:22]([O:28][CH3:29])[C:18]=1[C:19]([NH2:21])=[O:20].S([O-])(O)=O.[Na+].C1(C)C=CC(S(O)(=O)=O)=CC=1. (4) Given the product [CH3:1][C:2]1[CH:7]=[C:6]([NH:8][NH:8][C:6]2[CH:5]=[C:4]([CH3:11])[CH:3]=[C:2]([CH3:1])[CH:7]=2)[CH:5]=[C:4]([CH3:11])[CH:3]=1, predict the reactants needed to synthesize it. The reactants are: [CH3:1][C:2]1[CH:7]=[C:6]([N+:8]([O-])=O)[CH:5]=[C:4]([CH3:11])[CH:3]=1.[OH-].[Na+]. (5) Given the product [CH3:7][CH2:6][O:8][C:9]([C@H:11]1[CH2:15][CH2:14][C@@H:13]([C:16]2[CH:17]=[CH:18][C:19]([F:22])=[CH:20][CH:21]=2)[N:12]1[C:23]([O:25][C:26]([CH3:29])([CH3:28])[CH3:27])=[O:24])=[O:10], predict the reactants needed to synthesize it. The reactants are: CN(C)C=O.[CH2:6]([O:8][C:9]([C@H:11]1[CH2:15][CH2:14][C@@H:13]([C:16]2[CH:21]=[CH:20][C:19]([F:22])=[CH:18][CH:17]=2)[NH:12]1)=[O:10])[CH3:7].[C:23](O[C:23]([O:25][C:26]([CH3:29])([CH3:28])[CH3:27])=[O:24])([O:25][C:26]([CH3:29])([CH3:28])[CH3:27])=[O:24].N1C=CN=C1. (6) Given the product [NH2:1][C:2]1[N:6]([C@@H:7]2[CH2:12][CH2:11][CH2:10][N:9]([C:13](=[O:19])/[CH:14]=[CH:15]/[CH2:16][F:17])[CH2:8]2)[N:5]=[C:4]([C:20]2[CH:21]=[CH:22][C:23]([O:26][C:27]3[CH:32]=[CH:31][CH:30]=[C:29]([C:33]([F:36])([F:35])[F:34])[N:28]=3)=[CH:24][CH:25]=2)[C:3]=1[C:37]([NH2:39])=[O:38], predict the reactants needed to synthesize it. The reactants are: [NH2:1][C:2]1[N:6]([C@@H:7]2[CH2:12][CH2:11][CH2:10][N:9]([C:13](=[O:19])/[CH:14]=[CH:15]/[CH:16](F)[F:17])[CH2:8]2)[N:5]=[C:4]([C:20]2[CH:25]=[CH:24][C:23]([O:26][C:27]3[CH:32]=[CH:31][CH:30]=[C:29]([C:33]([F:36])([F:35])[F:34])[N:28]=3)=[CH:22][CH:21]=2)[C:3]=1[C:37]([NH2:39])=[O:38].FC/C=C/C(O)=O. (7) Given the product [Br:22][C:3]1[C:4]([NH2:14])=[N:5][CH:6]=[C:7]([C:8]2[CH:9]=[N:10][N:11]([CH3:13])[CH:12]=2)[C:2]=1[F:1], predict the reactants needed to synthesize it. The reactants are: [F:1][C:2]1[C:7]([C:8]2[CH:9]=[N:10][N:11]([CH3:13])[CH:12]=2)=[CH:6][N:5]=[C:4]([NH2:14])[CH:3]=1.C1C(=O)N([Br:22])C(=O)C1.